This data is from Retrosynthesis with 50K atom-mapped reactions and 10 reaction types from USPTO. The task is: Predict the reactants needed to synthesize the given product. (1) Given the product O=C(CSc1nc[nH]n1)c1ccc(OCc2c(F)cccc2F)cc1, predict the reactants needed to synthesize it. The reactants are: O=C(CBr)c1ccc(OCc2c(F)cccc2F)cc1.Sc1nc[nH]n1. (2) Given the product CCCCCC/C=C/C(=O)NCC1CCCCO1, predict the reactants needed to synthesize it. The reactants are: CCCCCC/C=C/C(=O)O.NCC1CCCCO1. (3) The reactants are: COC(=O)CCc1cc(Br)c(Oc2cc(CCc3ccccc3)c(O)c(C(C)C)c2)c(Br)c1. Given the product CC(C)c1cc(Oc2c(Br)cc(CCC(=O)O)cc2Br)cc(CCc2ccccc2)c1O, predict the reactants needed to synthesize it. (4) Given the product O=C(NCc1ccc(Cl)cc1)c1ccc(-c2cnc3c(c2)N(Cc2cc(Cl)ccc2C(F)(F)F)CCN3)cc1, predict the reactants needed to synthesize it. The reactants are: NCc1ccc(Cl)cc1.O=C(O)c1ccc(-c2cnc3c(c2)N(Cc2cc(Cl)ccc2C(F)(F)F)CCN3)cc1. (5) Given the product COc1cccc(C=C2Oc3cc(OC(=O)c4ccccc4)ccc3C2=O)c1, predict the reactants needed to synthesize it. The reactants are: COc1cccc(C=C2Oc3cc(O)ccc3C2=O)c1.O=C(Cl)c1ccccc1. (6) Given the product COC(=O)c1c(Oc2cccc(C)c2C)nn(C(=O)OC)c1C, predict the reactants needed to synthesize it. The reactants are: COC(=O)Cl.COC(=O)c1c(Oc2cccc(C)c2C)n[nH]c1C. (7) Given the product CC(=O)c1ccc(-c2ccccc2Br)cc1, predict the reactants needed to synthesize it. The reactants are: Brc1ccccc1Br.CC(=O)c1ccc(B(O)O)cc1. (8) Given the product COC(=O)c1ccc(O)c(C2=CCCC2(C)C)c1, predict the reactants needed to synthesize it. The reactants are: COC(=O)c1ccc(OC2CCCCO2)c(C2=CCCC2(C)C)c1.